This data is from Reaction yield outcomes from USPTO patents with 853,638 reactions. The task is: Predict the reaction yield, written as a fraction of the theoretical maximum amount of product (1.0 means a 100% yield; for example, 0.34 means a 34% yield). (1) The reactants are [CH:1]1([NH2:4])[CH2:3][CH2:2]1.[CH:5]([C:7]1[CH:12]=[CH:11][C:10]([C:13]#[C:14][C:15]2[CH:20]=[CH:19][C:18]([C:21](=[O:33])[N:22]([CH:24]([C:29]([NH:31][CH3:32])=[O:30])[C:25]([O:27][CH3:28])=[O:26])[CH3:23])=[CH:17][CH:16]=2)=[CH:9][CH:8]=1)=O.C(O[BH-](OC(=O)C)OC(=O)C)(=O)C.[Na+].C(=O)([O-])O.[Na+]. The catalyst is C(Cl)(Cl)Cl.C(O)(=O)C. The product is [CH:1]1([NH:4][CH2:5][C:7]2[CH:8]=[CH:9][C:10]([C:13]#[C:14][C:15]3[CH:20]=[CH:19][C:18]([C:21](=[O:33])[N:22]([CH:24]([C:29]([NH:31][CH3:32])=[O:30])[C:25]([O:27][CH3:28])=[O:26])[CH3:23])=[CH:17][CH:16]=3)=[CH:11][CH:12]=2)[CH2:3][CH2:2]1. The yield is 0.740. (2) The reactants are CN(C(ON1N=NC2C=CC=NC1=2)=[N+](C)C)C.F[P-](F)(F)(F)(F)F.CCN(C(C)C)C(C)C.[CH2:34]([O:41][N:42]1[C:48](=[O:49])[N:47]2[CH2:50][C@H:43]1[CH2:44][CH2:45][C@H:46]2[C:51]([OH:53])=O)[C:35]1[CH:40]=[CH:39][CH:38]=[CH:37][CH:36]=1.[NH:54]([C:56](=[O:69])[CH2:57][CH:58]1[CH2:61][N:60]([C:62]([O:64][C:65]([CH3:68])([CH3:67])[CH3:66])=[O:63])[CH2:59]1)[NH2:55]. The catalyst is C(Cl)Cl. The product is [CH2:34]([O:41][N:42]1[C:48](=[O:49])[N:47]2[CH2:50][C@H:43]1[CH2:44][CH2:45][C@H:46]2[C:51]([NH:55][NH:54][C:56](=[O:69])[CH2:57][CH:58]1[CH2:61][N:60]([C:62]([O:64][C:65]([CH3:67])([CH3:66])[CH3:68])=[O:63])[CH2:59]1)=[O:53])[C:35]1[CH:36]=[CH:37][CH:38]=[CH:39][CH:40]=1. The yield is 0.930. (3) The reactants are [H-].[Na+].[Br:3][C:4]1[S:5][C:6]2[CH2:7][C:8]3[C:14]([C:15]4[CH:20]=[CH:19][C:18]([O:21][CH3:22])=[CH:17][CH:16]=4)=[N:13][NH:12][C:9]=3[C:10]=2[CH:11]=1.[CH3:23][Si:24]([CH2:27][CH2:28][O:29][CH2:30]Cl)([CH3:26])[CH3:25]. The catalyst is C1COCC1. The product is [Br:3][C:4]1[S:5][C:6]2[CH2:7][C:8]3[C:14]([C:15]4[CH:20]=[CH:19][C:18]([O:21][CH3:22])=[CH:17][CH:16]=4)=[N:13][N:12]([CH2:30][O:29][CH2:28][CH2:27][Si:24]([CH3:26])([CH3:25])[CH3:23])[C:9]=3[C:10]=2[CH:11]=1. The yield is 0.750. (4) The reactants are Br[C:2]1[CH:7]=[CH:6][C:5]([O:8][C@H:9]2[CH2:14][CH2:13][C@H:12]([C:15]([CH3:18])([CH3:17])[CH3:16])[CH2:11][CH2:10]2)=[CH:4][CH:3]=1.[CH:19]([C:21]1[CH:26]=[CH:25][C:24](B(O)O)=[CH:23][CH:22]=1)=[O:20].C([O-])([O-])=O.[K+].[K+].C(Cl)Cl. The catalyst is C1C=CC(P(C2C=CC=CC=2)[C-]2C=CC=C2)=CC=1.C1C=CC(P(C2C=CC=CC=2)[C-]2C=CC=C2)=CC=1.Cl[Pd]Cl.[Fe+2].C1(C)C=CC=CC=1.C(O)C. The product is [C:15]([C@H:12]1[CH2:13][CH2:14][C@H:9]([O:8][C:5]2[CH:6]=[CH:7][C:2]([C:24]3[CH:25]=[CH:26][C:21]([CH:19]=[O:20])=[CH:22][CH:23]=3)=[CH:3][CH:4]=2)[CH2:10][CH2:11]1)([CH3:18])([CH3:17])[CH3:16]. The yield is 0.500. (5) The reactants are C[O:2][C:3]([C@H:5]1[CH2:10][CH2:9][C@H:8]([O:11][C:12]2[CH:13]=[N:14][CH:15]=[C:16]([Cl:18])[CH:17]=2)[CH2:7][CH2:6]1)=O.O.[NH2:20][NH2:21]. The catalyst is C(O)CCC. The yield is 0.790. The product is [Cl:18][C:16]1[CH:17]=[C:12]([O:11][C@H:8]2[CH2:9][CH2:10][C@H:5]([C:3]([NH:20][NH2:21])=[O:2])[CH2:6][CH2:7]2)[CH:13]=[N:14][CH:15]=1. (6) The reactants are [C:1]([C:5]1[CH:10]=[CH:9][CH:8]=[CH:7][C:6]=1[N:11]1[CH2:16][CH2:15][N:14]([C:17]([C:19]2[CH:20]=[CH:21][C:22]([S:25][CH2:26][C:27]([O:29]CC)=[O:28])=[N:23][CH:24]=2)=[O:18])[CH2:13][CH2:12]1)([CH3:4])([CH3:3])[CH3:2].[OH-].[Na+].CO.Cl. The catalyst is O1CCCC1. The product is [C:1]([C:5]1[CH:10]=[CH:9][CH:8]=[CH:7][C:6]=1[N:11]1[CH2:16][CH2:15][N:14]([C:17]([C:19]2[CH:20]=[CH:21][C:22]([S:25][CH2:26][C:27]([OH:29])=[O:28])=[N:23][CH:24]=2)=[O:18])[CH2:13][CH2:12]1)([CH3:4])([CH3:2])[CH3:3]. The yield is 0.990.